This data is from Reaction yield outcomes from USPTO patents with 853,638 reactions. The task is: Predict the reaction yield, written as a fraction of the theoretical maximum amount of product (1.0 means a 100% yield; for example, 0.34 means a 34% yield). (1) The reactants are [CH:1]1([CH:4]([C:18]2[CH:23]=[CH:22][CH:21]=[CH:20][N:19]=2)[NH:5][C:6]([C:8]2[CH:9]=[C:10]3[C:14](=[CH:15][CH:16]=2)[NH:13][N:12]=[C:11]3I)=[O:7])[CH2:3][CH2:2]1.[Cl:24][C:25]1[CH:38]=[C:37](B2OC(C)(C)C(C)(C)O2)[CH:36]=[CH:35][C:26]=1[O:27][CH:28]1[CH2:33][CH2:32][N:31]([CH3:34])[CH2:30][CH2:29]1.C([O-])([O-])=O.[Na+].[Na+]. The catalyst is C1C=CC([P]([Pd]([P](C2C=CC=CC=2)(C2C=CC=CC=2)C2C=CC=CC=2)([P](C2C=CC=CC=2)(C2C=CC=CC=2)C2C=CC=CC=2)[P](C2C=CC=CC=2)(C2C=CC=CC=2)C2C=CC=CC=2)(C2C=CC=CC=2)C2C=CC=CC=2)=CC=1.C1(C)C=CC=CC=1.CCO. The product is [Cl:24][C:25]1[CH:38]=[C:37]([C:11]2[C:10]3[C:14](=[CH:15][CH:16]=[C:8]([C:6]([NH:5][CH:4]([CH:1]4[CH2:3][CH2:2]4)[C:18]4[CH:23]=[CH:22][CH:21]=[CH:20][N:19]=4)=[O:7])[CH:9]=3)[NH:13][N:12]=2)[CH:36]=[CH:35][C:26]=1[O:27][CH:28]1[CH2:33][CH2:32][N:31]([CH3:34])[CH2:30][CH2:29]1. The yield is 0.280. (2) The reactants are [Si:1]([O:8][CH2:9][CH2:10][O:11][C:12]1[CH:13]=[CH:14][C:15]([CH:28]=O)=[N:16][C:17]=1[C:18]1[CH:23]=[CH:22][CH:21]=[C:20]([S:24]([CH3:27])(=[O:26])=[O:25])[CH:19]=1)([C:4]([CH3:7])([CH3:6])[CH3:5])([CH3:3])[CH3:2].[NH2:30][C:31]1[CH:39]=[C:38]([O:40][CH3:41])[CH:37]=[C:36]([O:42][CH3:43])[C:32]=1[C:33]([NH2:35])=[O:34].OS([O-])=O.[Na+].O.C1(C)C=CC(S(O)(=O)=O)=CC=1. The catalyst is CN(C)C(=O)C. The product is [Si:1]([O:8][CH2:9][CH2:10][O:11][C:12]1[CH:13]=[CH:14][C:15]([C:28]2[NH:35][C:33](=[O:34])[C:32]3[C:31](=[CH:39][C:38]([O:40][CH3:41])=[CH:37][C:36]=3[O:42][CH3:43])[N:30]=2)=[N:16][C:17]=1[C:18]1[CH:23]=[CH:22][CH:21]=[C:20]([S:24]([CH3:27])(=[O:25])=[O:26])[CH:19]=1)([C:4]([CH3:7])([CH3:6])[CH3:5])([CH3:3])[CH3:2]. The yield is 0.930. (3) The reactants are [F-].C([N+](CCCC)(CCCC)CCCC)CCC.[Si]([O:36][CH2:37][CH2:38][O:39][CH2:40][C@H:41]([O:52][C:53]1[N:58]=[CH:57][N:56]=[C:55]2[N:59]([C:62]3[CH:67]=[C:66]([CH3:68])[CH:65]=[CH:64][C:63]=3[CH3:69])[N:60]=[CH:61][C:54]=12)[C:42]([NH:44][C:45]1[CH:50]=[CH:49][C:48]([Cl:51])=[CH:47][N:46]=1)=[O:43])(C(C)(C)C)(C1C=CC=CC=1)C1C=CC=CC=1. The catalyst is C1COCC1. The product is [Cl:51][C:48]1[CH:49]=[CH:50][C:45]([NH:44][C:42](=[O:43])[C@@H:41]([O:52][C:53]2[N:58]=[CH:57][N:56]=[C:55]3[N:59]([C:62]4[CH:67]=[C:66]([CH3:68])[CH:65]=[CH:64][C:63]=4[CH3:69])[N:60]=[CH:61][C:54]=23)[CH2:40][O:39][CH2:38][CH2:37][OH:36])=[N:46][CH:47]=1. The yield is 0.424. (4) The reactants are [F:1][C:2]1[CH:3]=[C:4]([CH:9]=[CH:10][C:11]=1[C:12]1[CH:17]=[N:16][C:15]([O:18][CH2:19][CH:20]2[CH2:25][CH2:24][N:23]([CH2:26][C:27]3([C:31]([F:34])([F:33])[F:32])[CH2:30][CH2:29][CH2:28]3)[CH2:22][CH2:21]2)=[CH:14][N:13]=1)[C:5]([O:7]C)=[O:6].O[Li].O. The catalyst is C1COCC1. The product is [F:1][C:2]1[CH:3]=[C:4]([CH:9]=[CH:10][C:11]=1[C:12]1[CH:17]=[N:16][C:15]([O:18][CH2:19][CH:20]2[CH2:21][CH2:22][N:23]([CH2:26][C:27]3([C:31]([F:34])([F:32])[F:33])[CH2:28][CH2:29][CH2:30]3)[CH2:24][CH2:25]2)=[CH:14][N:13]=1)[C:5]([OH:7])=[O:6]. The yield is 0.980. (5) The reactants are [NH2:1][C:2]1[CH:10]=[CH:9][C:5]([C:6]([OH:8])=[O:7])=[CH:4][C:3]=1[Cl:11].[C:12](Cl)(=[O:14])[CH3:13]. The catalyst is C1COCC1. The product is [C:12]([NH:1][C:2]1[CH:10]=[CH:9][C:5]([C:6]([OH:8])=[O:7])=[CH:4][C:3]=1[Cl:11])(=[O:14])[CH3:13]. The yield is 0.940.